From a dataset of In vitro SARS-CoV-2 activity screen of 1,480 approved drugs from Prestwick library. Binary Classification. Given a drug SMILES string, predict its activity (active/inactive) in a high-throughput screening assay against a specified biological target. The compound is Cl.NCCc1ccc(O)c(O)c1. The result is 1 (active).